This data is from Full USPTO retrosynthesis dataset with 1.9M reactions from patents (1976-2016). The task is: Predict the reactants needed to synthesize the given product. (1) Given the product [C:21]1([C:3]2([N:2]([CH3:23])[CH3:1])[CH2:8][CH2:7][CH:6]([CH2:9][O:10][CH2:11][C:12]#[C:13][Si:14]([CH2:19][CH3:20])([CH2:17][CH3:18])[CH2:15][CH3:16])[CH2:5][CH2:4]2)[CH:28]=[CH:29][CH:24]=[CH:25][CH:26]=1, predict the reactants needed to synthesize it. The reactants are: [CH3:1][N:2]([CH3:23])[C:3]1([C:21]#N)[CH2:8][CH2:7][CH:6]([CH2:9][O:10][CH2:11][C:12]#[C:13][Si:14]([CH2:19][CH3:20])([CH2:17][CH3:18])[CH2:15][CH3:16])[CH2:5][CH2:4]1.[C:24]1([Mg]Cl)[CH:29]=[CH:28]C=[CH:26][CH:25]=1.[Cl-].[NH4+].O. (2) Given the product [O:18]([C:25]1[CH:26]=[CH:27][C:28]([CH2:31][C:32]([NH:17][C:13]2[CH:12]=[C:11]3[C:16](=[CH:15][CH:14]=2)[N:8]([CH2:7][CH2:6][N:1]2[CH2:5][CH2:4][CH2:3][CH2:2]2)[N:9]=[CH:10]3)=[O:33])=[CH:29][CH:30]=1)[C:19]1[CH:24]=[CH:23][CH:22]=[CH:21][CH:20]=1, predict the reactants needed to synthesize it. The reactants are: [N:1]1([CH2:6][CH2:7][N:8]2[C:16]3[C:11](=[CH:12][C:13]([NH2:17])=[CH:14][CH:15]=3)[CH:10]=[N:9]2)[CH2:5][CH2:4][CH2:3][CH2:2]1.[O:18]([C:25]1[CH:30]=[CH:29][C:28]([CH2:31][C:32](O)=[O:33])=[CH:27][CH:26]=1)[C:19]1[CH:24]=[CH:23][CH:22]=[CH:21][CH:20]=1.